This data is from Reaction yield outcomes from USPTO patents with 853,638 reactions. The task is: Predict the reaction yield, written as a fraction of the theoretical maximum amount of product (1.0 means a 100% yield; for example, 0.34 means a 34% yield). (1) The yield is 0.770. The reactants are CC(OC(OC(OC(C)(C)C)=O)=O)(C)C.C[N:17]([CH2:25][C@H:26]1[CH2:29][C@H:28]([O:30]C2C=CC(CN3CCCC3)=CC=2)[CH2:27]1)[C:18](=[O:24])[O:19][C:20]([CH3:23])([CH3:22])[CH3:21].NC[C@@H]1C[C@H](O)C1.CCN(CC)CC. The product is [OH:30][C@@H:28]1[CH2:29][C@H:26]([CH2:25][NH:17][C:18](=[O:24])[O:19][C:20]([CH3:22])([CH3:21])[CH3:23])[CH2:27]1. The catalyst is C1COCC1. (2) The reactants are [CH2:1]([C:4]1([CH2:9][CH2:10][OH:11])[O:8][CH2:7][CH2:6][O:5]1)[CH2:2][CH3:3].[H-].[Na+].Cl[C:15]1[CH:20]=[CH:19][N+:18]([O-:21])=[C:17]([CH3:22])[C:16]=1[CH3:23]. The catalyst is CS(C)=O. The product is [CH3:22][C:17]1[C:16]([CH3:23])=[C:15]([O:11][CH2:10][CH2:9][C:4]2([CH2:1][CH2:2][CH3:3])[O:8][CH2:7][CH2:6][O:5]2)[CH:20]=[CH:19][N+:18]=1[O-:21]. The yield is 0.582.